Dataset: NCI-60 drug combinations with 297,098 pairs across 59 cell lines. Task: Regression. Given two drug SMILES strings and cell line genomic features, predict the synergy score measuring deviation from expected non-interaction effect. (1) Drug 1: CN1CCC(CC1)COC2=C(C=C3C(=C2)N=CN=C3NC4=C(C=C(C=C4)Br)F)OC. Drug 2: C(CN)CNCCSP(=O)(O)O. Cell line: UACC-257. Synergy scores: CSS=2.49, Synergy_ZIP=-1.39, Synergy_Bliss=0.00296, Synergy_Loewe=-2.78, Synergy_HSA=-0.993. (2) Drug 1: C1=C(C(=O)NC(=O)N1)F. Drug 2: CNC(=O)C1=NC=CC(=C1)OC2=CC=C(C=C2)NC(=O)NC3=CC(=C(C=C3)Cl)C(F)(F)F. Cell line: RXF 393. Synergy scores: CSS=39.3, Synergy_ZIP=-4.82, Synergy_Bliss=-2.39, Synergy_Loewe=-0.811, Synergy_HSA=1.01. (3) Drug 1: CC1CCC2CC(C(=CC=CC=CC(CC(C(=O)C(C(C(=CC(C(=O)CC(OC(=O)C3CCCCN3C(=O)C(=O)C1(O2)O)C(C)CC4CCC(C(C4)OC)OCCO)C)C)O)OC)C)C)C)OC. Drug 2: CC1=C(N=C(N=C1N)C(CC(=O)N)NCC(C(=O)N)N)C(=O)NC(C(C2=CN=CN2)OC3C(C(C(C(O3)CO)O)O)OC4C(C(C(C(O4)CO)O)OC(=O)N)O)C(=O)NC(C)C(C(C)C(=O)NC(C(C)O)C(=O)NCCC5=NC(=CS5)C6=NC(=CS6)C(=O)NCCC[S+](C)C)O. Cell line: PC-3. Synergy scores: CSS=18.3, Synergy_ZIP=-9.17, Synergy_Bliss=-2.19, Synergy_Loewe=-1.45, Synergy_HSA=-1.13. (4) Drug 1: B(C(CC(C)C)NC(=O)C(CC1=CC=CC=C1)NC(=O)C2=NC=CN=C2)(O)O. Drug 2: N.N.Cl[Pt+2]Cl. Cell line: RXF 393. Synergy scores: CSS=33.1, Synergy_ZIP=0.886, Synergy_Bliss=-0.744, Synergy_Loewe=-23.0, Synergy_HSA=0.475. (5) Drug 1: C1CN(CCN1C(=O)CCBr)C(=O)CCBr. Drug 2: C1CCC(C(C1)N)N.C(=O)(C(=O)[O-])[O-].[Pt+4]. Cell line: SN12C. Synergy scores: CSS=24.1, Synergy_ZIP=-11.8, Synergy_Bliss=-5.86, Synergy_Loewe=-14.2, Synergy_HSA=-6.49.